This data is from Retrosynthesis with 50K atom-mapped reactions and 10 reaction types from USPTO. The task is: Predict the reactants needed to synthesize the given product. (1) Given the product CN1CCC(Oc2cc3c(cc2N)C(=O)c2c([nH]c4cc(C#N)ccc24)C3(C)C)CC1, predict the reactants needed to synthesize it. The reactants are: CN1CCC(Oc2cc3c(cc2[N+](=O)[O-])C(=O)c2c([nH]c4cc(C#N)ccc24)C3(C)C)CC1. (2) Given the product Oc1ccc2c(-c3ccccc3F)noc2c1I, predict the reactants needed to synthesize it. The reactants are: COc1ccc2c(-c3ccccc3F)noc2c1I. (3) The reactants are: CN(C)Cc1cc([N+](=O)[O-])cc2c(Nc3cccc(Br)c3)c(C#N)cnc12. Given the product CN(C)Cc1cc(N)cc2c(Nc3cccc(Br)c3)c(C#N)cnc12, predict the reactants needed to synthesize it. (4) Given the product CCOC(=O)C=Cc1ccc(N)cc1, predict the reactants needed to synthesize it. The reactants are: CCOC(=O)C=Cc1ccc([N+](=O)[O-])cc1. (5) Given the product COc1ccc2cc(Nc3cc(C)[nH]n3)nc(Oc3ccc(Cl)cc3)c2c1, predict the reactants needed to synthesize it. The reactants are: COc1ccc2cc(Nc3cc(C)[nH]n3)nc(Cl)c2c1.Oc1ccc(Cl)cc1. (6) Given the product CCCC(C(=O)O)c1c(C)nc(-c2ccccc2)nc1N1CCc2ccccc2C1, predict the reactants needed to synthesize it. The reactants are: CCCC(C(=O)OC)c1c(C)nc(-c2ccccc2)nc1N1CCc2ccccc2C1. (7) Given the product C[C@@H](COc1cccc2ncnc(Nc3ccc(Sc4nccn4C)c(Cl)c3)c12)N(C)C, predict the reactants needed to synthesize it. The reactants are: C[C@@H](CO)N(C)C.Cn1ccnc1Sc1ccc(Nc2ncnc3cccc(F)c23)cc1Cl.